From a dataset of Catalyst prediction with 721,799 reactions and 888 catalyst types from USPTO. Predict which catalyst facilitates the given reaction. (1) Reactant: [CH3:1][O:2][C:3]1[N:8]=[C:7]2[C:9]([CH3:15])([CH3:14])[C:10](=[O:13])[N:11]([CH3:12])[C:6]2=[CH:5][C:4]=1[CH:16]=C.C[OH:19]. Product: [CH3:1][O:2][C:3]1[N:8]=[C:7]2[C:9]([CH3:14])([CH3:15])[C:10](=[O:13])[N:11]([CH3:12])[C:6]2=[CH:5][C:4]=1[CH:16]=[O:19]. The catalyst class is: 2. (2) The catalyst class is: 6. Reactant: [O:1]1[CH2:6][CH2:5][CH2:4][CH2:3][CH:2]1[O:7][CH2:8][CH2:9][N:10]1[C:14]2[CH:15]=[CH:16][CH:17]=[CH:18][C:13]=2[NH:12][C:11]1=[O:19].CN(C=O)C.Br[CH2:26][CH2:27][Cl:28]. Product: [Cl:28][CH2:27][CH2:26][N:12]1[C:13]2[CH:18]=[CH:17][CH:16]=[CH:15][C:14]=2[N:10]([CH2:9][CH2:8][O:7][CH:2]2[CH2:3][CH2:4][CH2:5][CH2:6][O:1]2)[C:11]1=[O:19]. (3) Reactant: FC(F)(F)S(O[C:7]1[CH2:8][O:9][CH2:10][CH2:11][CH:12]=1)(=O)=O.[CH3:15][C:16]1([CH3:32])[C:20]([CH3:22])([CH3:21])[O:19][B:18]([B:18]2[O:19][C:20]([CH3:22])([CH3:21])[C:16]([CH3:32])([CH3:15])[O:17]2)[O:17]1.ClCCl.C([O-])(=O)C.[K+]. Product: [O:9]1[CH2:10][CH2:11][CH:12]=[C:7]([B:18]2[O:19][C:20]([CH3:22])([CH3:21])[C:16]([CH3:32])([CH3:15])[O:17]2)[CH2:8]1. The catalyst class is: 38. (4) Reactant: [Si]([O:8][CH:9]1[CH2:14][CH2:13][N:12]([C:15]2[S:16][CH:17]=[C:18]([C:20]([O:22][CH2:23][C:24]3[CH:29]=[CH:28][C:27]([N+:30]([O-:32])=[O:31])=[CH:26][CH:25]=3)=[O:21])[N:19]=2)[CH2:11][CH2:10]1)(C(C)(C)C)(C)C.C(O)(=O)C.[F-].C([N+](CCCC)(CCCC)CCCC)CCC. Product: [N+:30]([C:27]1[CH:28]=[CH:29][C:24]([CH2:23][O:22][C:20]([C:18]2[N:19]=[C:15]([N:12]3[CH2:13][CH2:14][CH:9]([OH:8])[CH2:10][CH2:11]3)[S:16][CH:17]=2)=[O:21])=[CH:25][CH:26]=1)([O-:32])=[O:31]. The catalyst class is: 7. (5) Reactant: [H-].[Na+].[OH:3][C@H:4]1[C@@H:8]([OH:9])[CH2:7][N:6]([C:10]([O:12][CH2:13][C:14]2[CH:19]=[CH:18][CH:17]=[CH:16][CH:15]=2)=[O:11])[CH2:5]1.[CH2:20](Br)[CH2:21][CH2:22][CH2:23][CH2:24][CH2:25][CH2:26][CH2:27][CH2:28][CH2:29][CH2:30][CH2:31][CH2:32][CH2:33][CH2:34][CH2:35][CH2:36][CH3:37].[I-].[Na+]. Product: [CH2:20]([O:3][C@H:4]1[C@@H:8]([O:9][CH2:37][CH2:36][CH2:35][CH2:34][CH2:33][CH2:32][CH2:31][CH2:30][CH2:29][CH2:28][CH2:27][CH2:26][CH2:25][CH2:24][CH2:23][CH2:22][CH2:21][CH3:20])[CH2:7][N:6]([C:10]([O:12][CH2:13][C:14]2[CH:19]=[CH:18][CH:17]=[CH:16][CH:15]=2)=[O:11])[CH2:5]1)[CH2:21][CH2:22][CH2:23][CH2:24][CH2:25][CH2:26][CH2:27][CH2:28][CH2:29][CH2:30][CH2:31][CH2:32][CH2:33][CH2:34][CH2:35][CH2:36][CH3:37]. The catalyst class is: 3. (6) Reactant: [CH2:1]([OH:4])[CH2:2][CH3:3].[H-].[Na+].Cl[C:8]1[S:12][C:11]([C:13]([OH:15])=[O:14])=[CH:10][C:9]=1[S:16]([CH3:19])(=[O:18])=[O:17]. Product: [CH3:19][S:16]([C:9]1[CH:10]=[C:11]([C:13]([OH:15])=[O:14])[S:12][C:8]=1[O:4][CH2:1][CH2:2][CH3:3])(=[O:18])=[O:17]. The catalyst class is: 1. (7) Reactant: [CH3:1][O:2][C:3]1[CH:8]=[C:7]([N+:9]([O-])=O)[CH:6]=[CH:5][C:4]=1[OH:12]. Product: [NH2:9][C:7]1[CH:6]=[CH:5][C:4]([OH:12])=[C:3]([O:2][CH3:1])[CH:8]=1. The catalyst class is: 5. (8) Reactant: Cl.[Cl:2][C:3]1[CH:4]=[CH:5][C:6]([O:20][CH2:21][CH:22]([CH3:24])[CH3:23])=[C:7]([CH2:9][C:10]2[N:15]=[C:14]([C:16](=[NH:19])OC)[CH:13]=[CH:12][CH:11]=2)[CH:8]=1.CO[CH:27](OC)[CH2:28][NH2:29]. Product: [Cl:2][C:3]1[CH:4]=[CH:5][C:6]([O:20][CH2:21][CH:22]([CH3:24])[CH3:23])=[C:7]([CH2:9][C:10]2[CH:11]=[CH:12][CH:13]=[C:14]([C:16]3[NH:29][CH:28]=[CH:27][N:19]=3)[N:15]=2)[CH:8]=1. The catalyst class is: 8. (9) Reactant: [CH3:1][CH:2]([CH3:13])[C:3]([NH:5][C:6]1[CH:7]=[N:8][CH:9]=[CH:10][C:11]=1I)=[O:4].[C:14](=O)([O-])[O-].[Na+].[Na+].[Cl:20][C:21]1[CH:26]=[CH:25][CH:24]=[CH:23][C:22]=1B(O)O. Product: [Cl:20][C:21]1[CH:26]=[CH:25][CH:24]=[CH:23][C:22]=1[C:11]1[CH:10]=[CH:9][N:8]=[CH:7][C:6]=1[NH:5][C:3](=[O:4])[C:2]([CH3:13])([CH3:14])[CH3:1]. The catalyst class is: 206.